Dataset: Full USPTO retrosynthesis dataset with 1.9M reactions from patents (1976-2016). Task: Predict the reactants needed to synthesize the given product. (1) The reactants are: C(OC([NH:8][CH2:9][C@H:10]1[CH2:15][CH2:14][C@H:13]([C:16]([NH:18][C@H:19]([C:50]([NH:52][C:53]2[CH:58]=[CH:57][C:56]([C:59]3[NH:60][C:61]([CH2:64][CH:65]([CH3:67])[CH3:66])=[N:62][N:63]=3)=[CH:55][CH:54]=2)=[O:51])[CH2:20][C:21]2[CH:26]=[CH:25][C:24]([C:27]3[CH:32]=[CH:31][C:30]([C:33]([NH:35][CH:36]4[CH2:41][CH2:40][N:39](C(OC(C)(C)C)=O)[CH2:38][CH2:37]4)=[O:34])=[CH:29][C:28]=3[CH3:49])=[CH:23][CH:22]=2)=[O:17])[CH2:12][CH2:11]1)=O)(C)(C)C.[ClH:68]. Given the product [ClH:68].[NH2:8][CH2:9][C@H:10]1[CH2:15][CH2:14][C@H:13]([C:16]([NH:18][C@H:19]([C:50]([NH:52][C:53]2[CH:58]=[CH:57][C:56]([C:59]3[NH:60][C:61]([CH2:64][CH:65]([CH3:67])[CH3:66])=[N:62][N:63]=3)=[CH:55][CH:54]=2)=[O:51])[CH2:20][C:21]2[CH:22]=[CH:23][C:24]([C:27]3[CH:32]=[CH:31][C:30]([C:33]([NH:35][CH:36]4[CH2:41][CH2:40][NH:39][CH2:38][CH2:37]4)=[O:34])=[CH:29][C:28]=3[CH3:49])=[CH:25][CH:26]=2)=[O:17])[CH2:12][CH2:11]1, predict the reactants needed to synthesize it. (2) Given the product [Cl:1][C:2]1[CH:3]=[CH:4][C:5]2[O:13][C:12]3[C:11]([N:14]4[CH2:19][C@@H:18]5[CH2:20][C@H:15]4[CH2:16][NH:17]5)=[N:10][CH:9]=[N:8][C:7]=3[C:6]=2[CH:28]=1, predict the reactants needed to synthesize it. The reactants are: [Cl:1][C:2]1[CH:3]=[CH:4][C:5]2[O:13][C:12]3[C:11]([N:14]4[CH2:19][C@@H:18]5[CH2:20][C@H:15]4[CH2:16][N:17]5C(OC(C)(C)C)=O)=[N:10][CH:9]=[N:8][C:7]=3[C:6]=2[CH:28]=1. (3) Given the product [CH3:8][N:9]1[CH:13]=[CH:12][C:11]([NH:14][C:15]([C:17]2[CH:27]=[C:26]([O:28][C:29]3[CH:34]=[CH:33][C:32]([CH2:35][N:2]([CH3:3])[CH3:1])=[CH:31][C:30]=3[F:37])[C:20]3[CH2:21][C:22]([CH3:24])([CH3:25])[O:23][C:19]=3[CH:18]=2)=[O:16])=[N:10]1.[CH3:8][N:9]1[CH:13]=[CH:12][C:11]([NH:14][C:15]([C:17]2[CH:27]=[C:26]([O:28][C:29]3[CH:34]=[CH:33][C:32]([CH2:35][OH:36])=[CH:31][C:30]=3[F:37])[C:20]3[CH2:21][C:22]([CH3:25])([CH3:24])[O:23][C:19]=3[CH:18]=2)=[O:16])=[N:10]1, predict the reactants needed to synthesize it. The reactants are: [CH3:1][NH:2][CH3:3].[BH3-]C#N.[Na+].[CH3:8][N:9]1[CH:13]=[CH:12][C:11]([NH:14][C:15]([C:17]2[CH:27]=[C:26]([O:28][C:29]3[CH:34]=[CH:33][C:32]([CH:35]=[O:36])=[CH:31][C:30]=3[F:37])[C:20]3[CH2:21][C:22]([CH3:25])([CH3:24])[O:23][C:19]=3[CH:18]=2)=[O:16])=[N:10]1. (4) The reactants are: [OH:1][C:2]1[CH:7]=[CH:6][C:5]([CH2:8][C:9]([OH:11])=[O:10])=[CH:4][CH:3]=1.[OH-].[K+].[CH3:14][O:15][C:16](=[O:25])[C:17]1[CH:22]=[CH:21][CH:20]=[CH:19][C:18]=1[CH2:23]Br. Given the product [CH3:14][O:15][C:16]([C:17]1[CH:22]=[CH:21][CH:20]=[CH:19][C:18]=1[CH2:23][O:1][C:2]1[CH:3]=[CH:4][C:5]([CH2:8][C:9]([OH:11])=[O:10])=[CH:6][CH:7]=1)=[O:25], predict the reactants needed to synthesize it. (5) Given the product [CH2:33]([O:32][C:30](=[O:31])[C:29]1[CH:35]=[CH:36][C:26]([N:12]2[CH:13]=[C:9]([C:3]3[CH:4]=[CH:5][C:6]([Cl:8])=[CH:7][C:2]=3[Cl:1])[N:10]=[C:11]2[C:14]2([C:17]3[CH:18]=[CH:19][C:20]([O:23][CH3:24])=[CH:21][CH:22]=3)[CH2:15][CH2:16]2)=[CH:27][CH:28]=1)[CH3:34], predict the reactants needed to synthesize it. The reactants are: [Cl:1][C:2]1[CH:7]=[C:6]([Cl:8])[CH:5]=[CH:4][C:3]=1[C:9]1[N:10]=[C:11]([C:14]2([C:17]3[CH:22]=[CH:21][C:20]([O:23][CH3:24])=[CH:19][CH:18]=3)[CH2:16][CH2:15]2)[NH:12][CH:13]=1.F[C:26]1[CH:36]=[CH:35][C:29]([C:30]([O:32][CH2:33][CH3:34])=[O:31])=[CH:28][CH:27]=1.C([O-])([O-])=O.[Cs+].[Cs+]. (6) The reactants are: [F:1][C:2]1[CH:3]=[CH:4][C:5]([O:10][C:11]2[CH:25]=[CH:24][C:14]3[C:15]([CH2:18][N:19]4[CH2:23][CH2:22][CH2:21][CH2:20]4)=[N:16][O:17][C:13]=3[CH:12]=2)=[C:6]([CH:9]=1)[C:7]#[N:8].[H-].[Al+3].[Li+].[H-].[H-].[H-]. Given the product [F:1][C:2]1[CH:3]=[CH:4][C:5]([O:10][C:11]2[CH:25]=[CH:24][C:14]3[C:15]([CH2:18][N:19]4[CH2:20][CH2:21][CH2:22][CH2:23]4)=[N:16][O:17][C:13]=3[CH:12]=2)=[C:6]([CH:9]=1)[CH2:7][NH2:8], predict the reactants needed to synthesize it. (7) Given the product [CH3:26][N:27]([CH2:2][C:3]1[N:7]([CH2:8][C@@H:9]2[CH2:14][CH2:13][CH2:12][N:11]([C:15]([O:17][C:18]([CH3:21])([CH3:20])[CH3:19])=[O:16])[CH2:10]2)[C:6]2[CH:22]=[CH:23][CH:24]=[CH:25][C:5]=2[N:4]=1)[C@@H:28]1[C:37]2[N:36]=[CH:35][CH:34]=[CH:33][C:32]=2[CH2:31][CH2:30][CH2:29]1, predict the reactants needed to synthesize it. The reactants are: Cl[CH2:2][C:3]1[N:7]([CH2:8][C@@H:9]2[CH2:14][CH2:13][CH2:12][N:11]([C:15]([O:17][C:18]([CH3:21])([CH3:20])[CH3:19])=[O:16])[CH2:10]2)[C:6]2[CH:22]=[CH:23][CH:24]=[CH:25][C:5]=2[N:4]=1.[CH3:26][NH:27][C@@H:28]1[C:37]2[N:36]=[CH:35][CH:34]=[CH:33][C:32]=2[CH2:31][CH2:30][CH2:29]1.[I-].[K+].C(N(CC)C(C)C)(C)C.